From a dataset of Forward reaction prediction with 1.9M reactions from USPTO patents (1976-2016). Predict the product of the given reaction. Given the reactants [CH3:1][CH2:2][O:3][C:4](/[CH:6]=[CH:7]/[CH2:8]P(OCC)(OCC)=O)=[O:5].CC(C)([O-])C.[K+].[C:23]([N:30]1[CH2:34][CH2:33][C:32](=O)[CH2:31]1)([O:25][C:26]([CH3:29])([CH3:28])[CH3:27])=[O:24].C(=O)([O-])[O-].[Na+].[Na+], predict the reaction product. The product is: [CH2:2]([O:3][C:4](=[O:5])/[CH:6]=[CH:7]/[CH:8]=[C:33]1/[CH2:34][N:30]([C:23]([O:25][C:26]([CH3:29])([CH3:28])[CH3:27])=[O:24])[CH2:31][CH2:32]/1)[CH3:1].